From a dataset of Full USPTO retrosynthesis dataset with 1.9M reactions from patents (1976-2016). Predict the reactants needed to synthesize the given product. (1) Given the product [CH3:20][C:21]1[CH:22]=[C:23]([CH2:24][N:15]2[CH2:19][CH2:18][CH2:17][CH2:16]2)[CH:26]=[C:27]([CH3:30])[C:28]=1[OH:29], predict the reactants needed to synthesize it. The reactants are: [BH-](OC(C)=O)(OC(C)=O)OC(C)=O.[Na+].[NH:15]1[CH2:19][CH2:18][CH2:17][CH2:16]1.[CH3:20][C:21]1[CH:22]=[C:23]([CH:26]=[C:27]([CH3:30])[C:28]=1[OH:29])[CH:24]=O.Cl. (2) Given the product [Br:1][C:2]1[CH:7]=[CH:6][C:5]([NH:8][C:9]([NH2:11])=[S:10])=[C:4]([F:20])[C:3]=1[F:21], predict the reactants needed to synthesize it. The reactants are: [Br:1][C:2]1[CH:7]=[CH:6][C:5]([NH:8][C:9]([NH:11]C(=O)C2C=CC=CC=2)=[S:10])=[C:4]([F:20])[C:3]=1[F:21].[OH-].[Na+]. (3) Given the product [ClH:23].[N:1]1[CH:6]=[CH:5][C:4]([CH2:7][NH:8][C:9]([C:11]2[S:19][C:18]3[N:13]([C:14](=[O:22])[N:15]([CH2:28][C:27]4[CH:30]=[CH:31][C:24]([Cl:23])=[CH:25][CH:26]=4)[C:16](=[O:21])[C:17]=3[CH3:20])[CH:12]=2)=[O:10])=[CH:3][CH:2]=1, predict the reactants needed to synthesize it. The reactants are: [N:1]1[CH:6]=[CH:5][C:4]([CH2:7][NH:8][C:9]([C:11]2[S:19][C:18]3[N:13]([C:14](=[O:22])[NH:15][C:16](=[O:21])[C:17]=3[CH3:20])[CH:12]=2)=[O:10])=[CH:3][CH:2]=1.[Cl:23][C:24]1[CH:31]=[CH:30][C:27]([CH2:28]Br)=[CH:26][CH:25]=1. (4) Given the product [CH3:1][C:2]1[C:17]([CH3:18])=[CH:16][C:5]2[N:6]([CH:10]3[CH2:11][CH2:12][N:13]([CH:29]4[CH2:30][CH2:31][O:26][CH2:27][CH2:28]4)[CH2:14][CH2:15]3)[C:7](=[O:9])[NH:8][C:4]=2[CH:3]=1, predict the reactants needed to synthesize it. The reactants are: [CH3:1][C:2]1[C:17]([CH3:18])=[CH:16][C:5]2[N:6]([CH:10]3[CH2:15][CH2:14][NH:13][CH2:12][CH2:11]3)[C:7](=[O:9])[NH:8][C:4]=2[CH:3]=1.C(N(CC)CC)C.[O:26]1[CH2:31][CH2:30][C:29](=O)[CH2:28][CH2:27]1.C(O[BH-](OC(=O)C)OC(=O)C)(=O)C.[Na+].[BH4-].C([BH3-])#N.[Na+].